Dataset: Catalyst prediction with 721,799 reactions and 888 catalyst types from USPTO. Task: Predict which catalyst facilitates the given reaction. Reactant: [H-].[Na+].[Br:3][C:4]1[CH:9]=[CH:8][C:7]([CH2:10][CH:11]([NH:24][C:25](=[O:34])[O:26][CH2:27][C:28]2[CH:33]=[CH:32][CH:31]=[CH:30][CH:29]=2)[C:12]2[N:13]([CH3:23])[C:14]([CH2:17][C:18]([CH3:22])([CH3:21])[CH2:19][CH3:20])=[CH:15][N:16]=2)=[CH:6][CH:5]=1.[CH3:35]I. Product: [Br:3][C:4]1[CH:5]=[CH:6][C:7]([CH2:10][CH:11]([N:24]([CH3:35])[C:25](=[O:34])[O:26][CH2:27][C:28]2[CH:29]=[CH:30][CH:31]=[CH:32][CH:33]=2)[C:12]2[N:13]([CH3:23])[C:14]([CH2:17][C:18]([CH3:21])([CH3:22])[CH2:19][CH3:20])=[CH:15][N:16]=2)=[CH:8][CH:9]=1. The catalyst class is: 7.